Task: Predict the reactants needed to synthesize the given product.. Dataset: Full USPTO retrosynthesis dataset with 1.9M reactions from patents (1976-2016) (1) Given the product [CH3:8][C:5]1([CH3:9])[CH2:6][CH2:7][C:2]([CH3:11])([CH3:1])[C:3](=[O:10])[CH:4]1[CH2:21][C:22]([O:24][CH2:25][CH3:26])=[O:23], predict the reactants needed to synthesize it. The reactants are: [CH3:1][C:2]1([CH3:11])[CH2:7][CH2:6][C:5]([CH3:9])([CH3:8])[CH2:4][C:3]1=[O:10].C([N-]C(C)C)(C)C.[Li+].Br[CH2:21][C:22]([O:24][CH2:25][CH3:26])=[O:23].CN(C)P(N(C)C)(N(C)C)=O.[Cl-].[NH4+]. (2) Given the product [ClH:2].[Cl:2][C:3]1[CH:4]=[C:5]([C:10]23[CH:15]([CH2:16][S:17][CH3:18])[CH:14]2[CH2:13][NH:12][CH2:11]3)[CH:6]=[CH:7][C:8]=1[Cl:9], predict the reactants needed to synthesize it. The reactants are: Cl.[Cl:2][C:3]1[CH:4]=[C:5]([C:10]23[CH:15]([CH2:16][S:17][CH3:18])[CH:14]2[CH2:13][NH:12][CH2:11]3)[CH:6]=[CH:7][C:8]=1[Cl:9]. (3) Given the product [Cl:33][C:34]1[C:35]([OH:45])=[C:36]([S:41]([N:12]([CH2:13][C:14]2[CH:15]=[C:16]([CH:26]=[CH:27][CH:28]=2)[CH2:17][NH:18][C:19](=[O:25])[O:20][C:21]([CH3:24])([CH3:23])[CH3:22])[CH2:11][C:10]2[CH:29]=[CH:30][C:7]([O:6][C:5]3[CH:4]=[CH:3][C:2]([F:1])=[CH:32][CH:31]=3)=[CH:8][CH:9]=2)(=[O:43])=[O:42])[CH:37]=[C:38]([Cl:40])[CH:39]=1, predict the reactants needed to synthesize it. The reactants are: [F:1][C:2]1[CH:32]=[CH:31][C:5]([O:6][C:7]2[CH:30]=[CH:29][C:10]([CH2:11][NH:12][CH2:13][C:14]3[CH:15]=[C:16]([CH:26]=[CH:27][CH:28]=3)[CH2:17][NH:18][C:19](=[O:25])[O:20][C:21]([CH3:24])([CH3:23])[CH3:22])=[CH:9][CH:8]=2)=[CH:4][CH:3]=1.[Cl:33][C:34]1[C:35]([OH:45])=[C:36]([S:41](Cl)(=[O:43])=[O:42])[CH:37]=[C:38]([Cl:40])[CH:39]=1.CCN(CC)CC. (4) Given the product [C:16]([O:20][C:21](=[O:40])[NH:22][CH2:23][C:24]1[CH:29]=[CH:28][C:27]([C:6]2[CH:7]=[C:2]([Cl:1])[N:3]=[C:4]([Cl:9])[CH:5]=2)=[CH:26][C:25]=1[F:39])([CH3:19])([CH3:17])[CH3:18], predict the reactants needed to synthesize it. The reactants are: [Cl:1][C:2]1[CH:7]=[C:6](I)[CH:5]=[C:4]([Cl:9])[N:3]=1.C(=O)([O-])[O-].[K+].[K+].[C:16]([O:20][C:21](=[O:40])[NH:22][CH2:23][C:24]1[CH:29]=[CH:28][C:27](B2OC(C)(C)C(C)(C)O2)=[CH:26][C:25]=1[F:39])([CH3:19])([CH3:18])[CH3:17]. (5) Given the product [Si:1]([O:8][C@@H:9]1[CH:14]=[C:13]([C:15]2[CH:20]=[CH:19][N:18]=[CH:17][C:16]=2[N+:21]([O-:23])=[O:22])[CH2:12][C@H:11]([CH3:24])[C@@:10]1([C:25]#[CH:28])[OH:27])([C:4]([CH3:6])([CH3:5])[CH3:7])([CH3:3])[CH3:2], predict the reactants needed to synthesize it. The reactants are: [Si:1]([O:8][C@@H:9]1[CH:14]=[C:13]([C:15]2[CH:20]=[CH:19][N:18]=[CH:17][C:16]=2[N+:21]([O-:23])=[O:22])[CH2:12][C@H:11]([CH3:24])[C@:10]1([OH:27])[CH:25]=O)([C:4]([CH3:7])([CH3:6])[CH3:5])([CH3:3])[CH3:2].[C:28](=O)([O-])[O-].[K+].[K+]. (6) Given the product [OH:10][C:7]1[CH:8]=[CH:9][C:4]([C:2](=[O:3])[CH:1]=[CH2:14])=[CH:5][CH:6]=1, predict the reactants needed to synthesize it. The reactants are: [CH3:1][C:2]([C:4]1[CH:5]=[CH:6][C:7]([OH:10])=[CH:8][CH:9]=1)=[O:3].C=O.F[C:14](F)(F)C([O-])=O.C[NH2+]C1C=CC=CC=1.C(OCC)C. (7) Given the product [CH2:1]([O:3][C:4](=[O:28])[CH2:5][C:6]1[CH:11]=[CH:10][CH:9]=[C:8]([O:12][C:13]2[CH:18]=[CH:17][C:16]([C:36]3[CH:37]=[CH:38][C:33]([S:30]([CH3:29])(=[O:32])=[O:31])=[CH:34][CH:35]=3)=[CH:15][C:14]=2[CH2:20][S:21][C:22]2[CH:27]=[CH:26][CH:25]=[CH:24][CH:23]=2)[CH:7]=1)[CH3:2], predict the reactants needed to synthesize it. The reactants are: [CH2:1]([O:3][C:4](=[O:28])[CH2:5][C:6]1[CH:11]=[CH:10][CH:9]=[C:8]([O:12][C:13]2[CH:18]=[CH:17][C:16](Br)=[CH:15][C:14]=2[CH2:20][S:21][C:22]2[CH:27]=[CH:26][CH:25]=[CH:24][CH:23]=2)[CH:7]=1)[CH3:2].[CH3:29][S:30]([C:33]1[CH:38]=[CH:37][C:36](B(O)O)=[CH:35][CH:34]=1)(=[O:32])=[O:31].